From a dataset of CYP1A2 inhibition data for predicting drug metabolism from PubChem BioAssay. Regression/Classification. Given a drug SMILES string, predict its absorption, distribution, metabolism, or excretion properties. Task type varies by dataset: regression for continuous measurements (e.g., permeability, clearance, half-life) or binary classification for categorical outcomes (e.g., BBB penetration, CYP inhibition). Dataset: cyp1a2_veith. (1) The compound is c1ccc2sc(N3CCN(Cc4ccc5c(c4)OCO5)CC3)nc2c1. The result is 1 (inhibitor). (2) The compound is Cc1cc(N)n(-c2ccc3ccccc3c2)n1. The result is 1 (inhibitor).